From a dataset of Merck oncology drug combination screen with 23,052 pairs across 39 cell lines. Regression. Given two drug SMILES strings and cell line genomic features, predict the synergy score measuring deviation from expected non-interaction effect. (1) Synergy scores: synergy=4.07. Drug 1: CCC1(O)CC2CN(CCc3c([nH]c4ccccc34)C(C(=O)OC)(c3cc4c(cc3OC)N(C)C3C(O)(C(=O)OC)C(OC(C)=O)C5(CC)C=CCN6CCC43C65)C2)C1. Cell line: NCIH520. Drug 2: CNC(=O)c1cc(Oc2ccc(NC(=O)Nc3ccc(Cl)c(C(F)(F)F)c3)cc2)ccn1. (2) Drug 1: NC(=O)c1cccc2cn(-c3ccc(C4CCCNC4)cc3)nc12. Drug 2: COC1CC2CCC(C)C(O)(O2)C(=O)C(=O)N2CCCCC2C(=O)OC(C(C)CC2CCC(OP(C)(C)=O)C(OC)C2)CC(=O)C(C)C=C(C)C(O)C(OC)C(=O)C(C)CC(C)C=CC=CC=C1C. Cell line: PA1. Synergy scores: synergy=18.1. (3) Drug 1: CCN(CC)CCNC(=O)c1c(C)[nH]c(C=C2C(=O)Nc3ccc(F)cc32)c1C. Drug 2: C#Cc1cccc(Nc2ncnc3cc(OCCOC)c(OCCOC)cc23)c1. Cell line: NCIH460. Synergy scores: synergy=6.75. (4) Drug 1: Cn1c(=O)n(-c2ccc(C(C)(C)C#N)cc2)c2c3cc(-c4cnc5ccccc5c4)ccc3ncc21. Drug 2: CCc1cnn2c(NCc3ccc[n+]([O-])c3)cc(N3CCCCC3CCO)nc12. Cell line: SKOV3. Synergy scores: synergy=-15.5. (5) Drug 1: O=C(NOCC(O)CO)c1ccc(F)c(F)c1Nc1ccc(I)cc1F. Synergy scores: synergy=55.3. Drug 2: Cn1c(=O)n(-c2ccc(C(C)(C)C#N)cc2)c2c3cc(-c4cnc5ccccc5c4)ccc3ncc21. Cell line: UWB1289BRCA1. (6) Drug 1: NC(=O)c1cccc2cn(-c3ccc(C4CCCNC4)cc3)nc12. Drug 2: C#Cc1cccc(Nc2ncnc3cc(OCCOC)c(OCCOC)cc23)c1. Cell line: OV90. Synergy scores: synergy=-10.6. (7) Drug 1: CS(=O)(=O)CCNCc1ccc(-c2ccc3ncnc(Nc4ccc(OCc5cccc(F)c5)c(Cl)c4)c3c2)o1. Drug 2: NC1CCCCC1N.O=C(O)C(=O)O.[Pt+2]. Cell line: HCT116. Synergy scores: synergy=-6.22.